From a dataset of Forward reaction prediction with 1.9M reactions from USPTO patents (1976-2016). Predict the product of the given reaction. (1) Given the reactants [Br-].[Li+].[C:3]([Br:6])(=O)[CH3:4].[CH2:7]([O:9][C:10](=[O:19])[CH2:11][C:12]1[CH:13]=CC(Cl)=[N:16][CH:17]=1)[CH3:8].[OH-].[Na+], predict the reaction product. The product is: [CH2:7]([O:9][C:10](=[O:19])[CH2:11][C:12]1[CH:13]=[CH:4][C:3]([Br:6])=[N:16][CH:17]=1)[CH3:8]. (2) Given the reactants Cl[C:2]1[N:3]=[C:4]([N:22]2[CH2:27][CH2:26][O:25][CH2:24][CH2:23]2)[C:5]2[S:10][C:9]([CH2:11][N:12]3[CH2:17][CH2:16][N:15]([S:18]([CH3:21])(=[O:20])=[O:19])[CH2:14][CH2:13]3)=[CH:8][C:6]=2[N:7]=1.CC1(C)C(C)(C)OB([C:36]2[CH:42]=[CH:41][C:39]([NH2:40])=[CH:38][CH:37]=2)O1, predict the reaction product. The product is: [CH3:21][S:18]([N:15]1[CH2:16][CH2:17][N:12]([CH2:11][C:9]2[S:10][C:5]3[C:4]([N:22]4[CH2:27][CH2:26][O:25][CH2:24][CH2:23]4)=[N:3][C:2]([C:36]4[CH:42]=[CH:41][C:39]([NH2:40])=[CH:38][CH:37]=4)=[N:7][C:6]=3[CH:8]=2)[CH2:13][CH2:14]1)(=[O:20])=[O:19].